Dataset: Full USPTO retrosynthesis dataset with 1.9M reactions from patents (1976-2016). Task: Predict the reactants needed to synthesize the given product. The reactants are: [C:1]([O:5][C:6]([N:8]1[CH2:13][CH2:12][O:11][CH:10]([C:14]([OH:16])=O)[CH2:9]1)=[O:7])([CH3:4])([CH3:3])[CH3:2].Cl.[CH3:18][NH:19][O:20][CH3:21].CCN(C(C)C)C(C)C.CN(C(ON1N=NC2C=CC=NC1=2)=[N+](C)C)C.F[P-](F)(F)(F)(F)F. Given the product [CH3:21][O:20][N:19]([CH3:18])[C:14]([CH:10]1[O:11][CH2:12][CH2:13][N:8]([C:6]([O:5][C:1]([CH3:2])([CH3:3])[CH3:4])=[O:7])[CH2:9]1)=[O:16], predict the reactants needed to synthesize it.